This data is from Catalyst prediction with 721,799 reactions and 888 catalyst types from USPTO. The task is: Predict which catalyst facilitates the given reaction. (1) Reactant: C(OC([N:8]1[C@@H:12]([CH2:13][N:14]([CH2:21][CH3:22])[C:15]2[CH:20]=[CH:19][CH:18]=[CH:17][CH:16]=2)[CH2:11][O:10]C1(C)C)=O)(C)(C)C.Cl. Product: [NH2:8][C@@H:12]([CH2:13][N:14]([CH2:21][CH3:22])[C:15]1[CH:20]=[CH:19][CH:18]=[CH:17][CH:16]=1)[CH2:11][OH:10]. The catalyst class is: 12. (2) Reactant: [CH2:1]([O:8][C:9]1[CH:14]=[CH:13][C:12]([C:15]2[C@H:16]([OH:29])[CH2:17][N:18]([C@@H:21]([C:23]3[CH:28]=[CH:27][CH:26]=[CH:25][CH:24]=3)[CH3:22])[CH2:19][CH:20]=2)=[CH:11][CH:10]=1)[C:2]1[CH:7]=[CH:6][CH:5]=[CH:4][CH:3]=1.N1C(C)=CC=CC=1C.FC(F)(F)S(O[Si:44]([CH:51]([CH3:53])[CH3:52])([CH:48]([CH3:50])[CH3:49])[CH:45]([CH3:47])[CH3:46])(=O)=O.O. Product: [CH2:1]([O:8][C:9]1[CH:14]=[CH:13][C:12]([C:15]2[C@H:16]([O:29][Si:44]([CH:51]([CH3:53])[CH3:52])([CH:48]([CH3:50])[CH3:49])[CH:45]([CH3:47])[CH3:46])[CH2:17][N:18]([C@@H:21]([C:23]3[CH:28]=[CH:27][CH:26]=[CH:25][CH:24]=3)[CH3:22])[CH2:19][CH:20]=2)=[CH:11][CH:10]=1)[C:2]1[CH:3]=[CH:4][CH:5]=[CH:6][CH:7]=1. The catalyst class is: 4. (3) Reactant: Cl[C:2]1[C:7]([Cl:8])=[CH:6][N:5]=[C:4]([C:9]2[CH:10]=[N:11][N:12]3[CH:17]=[CH:16][N:15]=[CH:14][C:13]=23)[N:3]=1.[F:18][C:19]1[CH:20]=[CH:21][C:22]([CH2:25][NH2:26])=[N:23][CH:24]=1.C(N(C(C)C)CC)(C)C. Product: [Cl:8][C:7]1[C:2]([NH:26][CH2:25][C:22]2[CH:21]=[CH:20][C:19]([F:18])=[CH:24][N:23]=2)=[N:3][C:4]([C:9]2[CH:10]=[N:11][N:12]3[CH:17]=[CH:16][N:15]=[CH:14][C:13]=23)=[N:5][CH:6]=1. The catalyst class is: 7. (4) Reactant: [CH2:1]=[C:2]([CH2:7][C:8]([O:10]C)=O)[C:3]([O:5][CH3:6])=[O:4].[CH3:12][O:13][C:14]1[CH:19]=[CH:18][C:17]([CH2:20][NH2:21])=[CH:16][CH:15]=1. Product: [CH3:12][O:13][C:14]1[CH:19]=[CH:18][C:17]([CH2:20][N:21]2[C:8](=[O:10])[CH2:7][CH:2]([C:3]([O:5][CH3:6])=[O:4])[CH2:1]2)=[CH:16][CH:15]=1. The catalyst class is: 5. (5) Reactant: [Cl:1][C:2]1[CH:7]=[CH:6][C:5]([NH:8]C(=O)C(C)(C)C)=[CH:4][CH:3]=1.C([Li])CCC.[C:20]1(=[O:26])[O:25][CH:23]([CH3:24])[CH2:22][CH2:21]1. Product: [NH2:8][C:5]1[CH:4]=[CH:3][C:2]([Cl:1])=[CH:7][C:6]=1[C:20](=[O:26])[CH2:21][CH2:22][CH:23]([OH:25])[CH3:24]. The catalyst class is: 1. (6) Reactant: [CH3:1][O:2][CH2:3][CH2:4][O:5][C:6]1[CH:11]=[CH:10][C:9]([NH:12][C:13]2[C:18]([N+:19]([O-])=O)=[CH:17][N:16]=[C:15]([NH:22][C:23]3[CH:24]=[N:25][N:26]([CH:28]4[CH2:33][CH2:32][N:31]([CH3:34])[CH2:30][CH2:29]4)[CH:27]=3)[N:14]=2)=[CH:8][CH:7]=1. Product: [CH3:1][O:2][CH2:3][CH2:4][O:5][C:6]1[CH:11]=[CH:10][C:9]([NH:12][C:13]2[C:18]([NH2:19])=[CH:17][N:16]=[C:15]([NH:22][C:23]3[CH:24]=[N:25][N:26]([CH:28]4[CH2:33][CH2:32][N:31]([CH3:34])[CH2:30][CH2:29]4)[CH:27]=3)[N:14]=2)=[CH:8][CH:7]=1. The catalyst class is: 19. (7) Reactant: C(OC([N:8]1[CH:13]([C:14]([O:16][C:17]([CH3:20])([CH3:19])[CH3:18])=[O:15])[CH2:12][CH2:11][CH2:10][S:9]1(=[O:22])=[O:21])=O)(C)(C)C.C(O)(C(F)(F)F)=O.C1(C)C=CC=CC=1. Product: [C:17]([O:16][C:14]([CH:13]1[CH2:12][CH2:11][CH2:10][S:9](=[O:22])(=[O:21])[NH:8]1)=[O:15])([CH3:20])([CH3:18])[CH3:19]. The catalyst class is: 2. (8) Reactant: [NH2:1][C@@H:2]1[CH2:7][CH2:6][CH2:5][N:4]([CH2:8][CH2:9][N:10]2[C:15]3[N:16]=[C:17]([NH:20][CH3:21])[N:18]=[CH:19][C:14]=3[CH:13]=[C:12]([C:22]3[C:27]([Cl:28])=[C:26]([O:29][CH3:30])[CH:25]=[C:24]([O:31][CH3:32])[C:23]=3[Cl:33])[C:11]2=[O:34])[CH2:3]1.C(Cl)Cl.[C:38](Cl)(=[O:41])[CH:39]=[CH2:40]. Product: [Cl:33][C:23]1[C:24]([O:31][CH3:32])=[CH:25][C:26]([O:29][CH3:30])=[C:27]([Cl:28])[C:22]=1[C:12]1[C:11](=[O:34])[N:10]([CH2:9][CH2:8][N:4]2[CH2:5][CH2:6][CH2:7][C@@H:2]([NH:1][C:38](=[O:41])[CH:39]=[CH2:40])[CH2:3]2)[C:15]2[N:16]=[C:17]([NH:20][CH3:21])[N:18]=[CH:19][C:14]=2[CH:13]=1. The catalyst class is: 5. (9) Product: [F:1][C:2]1[CH:7]=[C:6]([F:8])[CH:5]=[CH:4][C:3]=1[C@:9]12[CH2:18][O:17][C@@H:16]([C:19]3[CH:25]=[N:42][N:41]([CH3:40])[CH:20]=3)[CH2:15][C@H:14]1[C@@H:13]([CH3:30])[S:12][C:11]([NH2:31])=[N:10]2. Reactant: [F:1][C:2]1[CH:7]=[C:6]([F:8])[CH:5]=[CH:4][C:3]=1[C@:9]12[CH2:18][O:17][C@@H:16]([CH:19]([CH:25](OC)OC)[CH:20](OC)OC)[CH2:15][C@H:14]1[C@@H:13]([CH3:30])[S:12][C:11]([NH:31]C(=O)C1C=CC=CC=1)=[N:10]2.[CH3:40][NH:41][NH2:42].S(=O)(=O)(O)O.C(=O)(O)[O-].[Na+]. The catalyst class is: 97. (10) Reactant: [CH3:1][O:2][C:3]1[CH:9]=[C:8]([CH3:10])[C:6]([NH2:7])=[C:5]([CH3:11])[C:4]=1[CH3:12].C(N(CC)CC)C.[C:20](O[C:20]([O:22][C:23]([CH3:26])([CH3:25])[CH3:24])=[O:21])([O:22][C:23]([CH3:26])([CH3:25])[CH3:24])=[O:21]. Product: [CH3:1][O:2][C:3]1[CH:9]=[C:8]([CH3:10])[C:6]([NH:7][C:20](=[O:21])[O:22][C:23]([CH3:26])([CH3:25])[CH3:24])=[C:5]([CH3:11])[C:4]=1[CH3:12]. The catalyst class is: 7.